The task is: Predict which catalyst facilitates the given reaction.. This data is from Catalyst prediction with 721,799 reactions and 888 catalyst types from USPTO. Reactant: [NH:1]1[CH:5]=[CH:4][N:3]=[C:2]1[CH2:6][N:7]([CH2:14][C:15]1[CH:28]=[CH:27][C:18]([C:19]([NH:21][CH2:22][CH2:23][CH2:24][CH2:25][NH2:26])=[O:20])=[CH:17][CH:16]=1)[CH2:8][C:9]1[NH:10][CH:11]=[CH:12][N:13]=1.C(OC)(OC)OC.[C:36]1(=O)[CH2:42][CH2:41][CH2:40][CH2:39][CH2:38][CH2:37]1.C([BH3-])#N.[Na+]. Product: [NH:1]1[CH:5]=[CH:4][N:3]=[C:2]1[CH2:6][N:7]([CH2:14][C:15]1[CH:28]=[CH:27][C:18]([C:19]([NH:21][CH2:22][CH2:23][CH2:24][CH2:25][NH:26][CH:36]2[CH2:42][CH2:41][CH2:40][CH2:39][CH2:38][CH2:37]2)=[O:20])=[CH:17][CH:16]=1)[CH2:8][C:9]1[NH:13][CH:12]=[CH:11][N:10]=1. The catalyst class is: 130.